From a dataset of hERG potassium channel inhibition data for cardiac toxicity prediction from Karim et al.. Regression/Classification. Given a drug SMILES string, predict its toxicity properties. Task type varies by dataset: regression for continuous values (e.g., LD50, hERG inhibition percentage) or binary classification for toxic/non-toxic outcomes (e.g., AMES mutagenicity, cardiotoxicity, hepatotoxicity). Dataset: herg_karim. (1) The drug is CCC1=C(C)CN(C(=O)NCCc2ccc(S(=O)(=O)NC(=O)N[C@H]3CC[C@H](C)CC3)cc2)C1=O. The result is 0 (non-blocker). (2) The compound is N#Cc1ccc(OCCN2CC3CN(CCCNS(=O)(=O)c4ccc(F)cc4F)CC(C2)O3)c(F)c1. The result is 0 (non-blocker). (3) The result is 1 (blocker). The compound is Cc1nc(C)c(-c2ccc3cc(CCN4CCC[C@H]4C)ccc3n2)cc1C#N. (4) The drug is N[C@H]1CCCC[C@H]1Nc1cc2nc[nH]c(=O)c2c(Nc2cccc3cc[nH]c23)n1. The result is 0 (non-blocker).